This data is from Forward reaction prediction with 1.9M reactions from USPTO patents (1976-2016). The task is: Predict the product of the given reaction. (1) Given the reactants [Cl:1][C:2]1[CH:10]=[CH:9][C:5]([C:6]([OH:8])=O)=[CH:4][N:3]=1.Cl.C(N=C=NCCCN(C)C)C.OC1C2N=NNC=2C=CC=1.C(N(CC)CC)C.[Cl:40][C:41]1[CH:46]=[CH:45][C:44]([NH2:47])=[C:43]([NH2:48])[CH:42]=1, predict the reaction product. The product is: [NH2:48][C:43]1[CH:42]=[C:41]([Cl:40])[CH:46]=[CH:45][C:44]=1[NH:47][C:6](=[O:8])[C:5]1[CH:9]=[CH:10][C:2]([Cl:1])=[N:3][CH:4]=1. (2) Given the reactants [N+:1]([C:4]1[CH:12]=[CH:11][CH:10]=[C:9]2[C:5]=1[CH:6]=[CH:7][N:8]2[CH2:13][C:14]([O:16][CH3:17])=[O:15])([O-])=O.O.O.[Sn](Cl)Cl.C([O-])(O)=O.[Na+], predict the reaction product. The product is: [NH2:1][C:4]1[CH:12]=[CH:11][CH:10]=[C:9]2[C:5]=1[CH:6]=[CH:7][N:8]2[CH2:13][C:14]([O:16][CH3:17])=[O:15]. (3) Given the reactants [Cl:1][C:2]1[CH:3]=[C:4]([S:9]([CH:12]2[CH2:17][CH2:16][NH:15][CH2:14][CH2:13]2)(=[O:11])=[O:10])[CH:5]=[CH:6][C:7]=1[Cl:8].Cl[C:19]1[CH:24]=[CH:23][C:22]([C:25]([F:28])([F:27])[F:26])=[CH:21][N:20]=1, predict the reaction product. The product is: [Cl:1][C:2]1[CH:3]=[C:4]([S:9]([CH:12]2[CH2:17][CH2:16][N:15]([C:19]3[CH:24]=[CH:23][C:22]([C:25]([F:28])([F:27])[F:26])=[CH:21][N:20]=3)[CH2:14][CH2:13]2)(=[O:11])=[O:10])[CH:5]=[CH:6][C:7]=1[Cl:8]. (4) Given the reactants C([NH:11][CH2:12][C:13](=[O:39])[CH2:14][CH2:15][C:16]([O:18][CH2:19][CH2:20][CH2:21][CH2:22][CH2:23][CH2:24][CH2:25][CH2:26][CH2:27][CH2:28][C:29]([O:31]CC1C=CC=CC=1)=[O:30])=[O:17])(OCC1C=CC=CC=1)=O.[ClH:40].[H][H], predict the reaction product. The product is: [ClH:40].[NH2:11][CH2:12][C:13](=[O:39])[CH2:14][CH2:15][C:16]([O:18][CH2:19][CH2:20][CH2:21][CH2:22][CH2:23][CH2:24][CH2:25][CH2:26][CH2:27][CH2:28][C:29]([OH:31])=[O:30])=[O:17]. (5) Given the reactants [NH2:1][C:2]1[C:3]([CH3:13])=[C:4]([CH:7]=[CH:8][C:9]=1[N+:10]([O-])=O)[C:5]#[N:6], predict the reaction product. The product is: [NH2:1][C:2]1[C:3]([CH3:13])=[C:4]([CH:7]=[CH:8][C:9]=1[NH2:10])[C:5]#[N:6]. (6) The product is: [Cl:3][C:4]1[CH:18]=[CH:17][CH:16]=[CH:15][C:5]=1[CH:6]([OH:7])[C:8]1[CH:13]=[CH:12][CH:11]=[CH:10][C:9]=1[Cl:14]. Given the reactants [BH4-].[Na+].[Cl:3][C:4]1[CH:18]=[CH:17][CH:16]=[CH:15][C:5]=1[C:6]([C:8]1[CH:13]=[CH:12][CH:11]=[CH:10][C:9]=1[Cl:14])=[O:7], predict the reaction product.